From a dataset of Forward reaction prediction with 1.9M reactions from USPTO patents (1976-2016). Predict the product of the given reaction. (1) The product is: [Cl:16][C:6]1[N:1]=[C:2]2[CH2:11][O:10][C:9]3[CH:12]=[CH:13][CH:14]=[CH:15][C:8]=3[C:27](=[O:30])[C:3]2=[CH:4][CH:5]=1. Given the reactants [N:1]1[CH:6]=[CH:5][CH:4]=[C:3]2C[C:8]3[CH:15]=[CH:14][CH:13]=[CH:12][C:9]=3[O:10][CH2:11][C:2]=12.[Cl:16]C1C=CC=C(C(OO)=O)C=1.[C:27](=[O:30])([O-])O.[Na+], predict the reaction product. (2) Given the reactants [Cl:1][C:2]1[N:3]=[C:4]([NH:19][CH:20]([CH2:22][CH2:23][CH2:24][O:25][C:26]2[CH:31]=[C:30]([N+:32]([O-])=O)[CH:29]=[CH:28][C:27]=2[N:35]2[CH:39]=[N:38][C:37]([CH3:40])=[N:36]2)[CH3:21])[C:5]2[CH2:10][CH2:9][CH:8]([C:11]3[CH:16]=[CH:15][C:14]([F:17])=[CH:13][C:12]=3[F:18])[C:6]=2[N:7]=1.CO.C1COCC1.[Cl-].[NH4+], predict the reaction product. The product is: [NH2:32][C:30]1[CH:29]=[CH:28][C:27]([N:35]2[CH:39]=[N:38][C:37]([CH3:40])=[N:36]2)=[C:26]([CH:31]=1)[O:25][CH2:24][CH2:23][CH2:22][CH:20]([NH:19][C:4]1[C:5]2[CH2:10][CH2:9][CH:8]([C:11]3[CH:16]=[CH:15][C:14]([F:17])=[CH:13][C:12]=3[F:18])[C:6]=2[N:7]=[C:2]([Cl:1])[N:3]=1)[CH3:21].